The task is: Predict the reaction yield, written as a fraction of the theoretical maximum amount of product (1.0 means a 100% yield; for example, 0.34 means a 34% yield).. This data is from Reaction yield outcomes from USPTO patents with 853,638 reactions. (1) The reactants are [NH:1]1[C:9]2[C:4](=[CH:5][CH:6]=[CH:7][CH:8]=2)[CH2:3][C:2]1=[O:10].[CH3:11][C:12]1[CH:13]=[C:14]([CH:17]=O)[S:15][CH:16]=1. The catalyst is N1CCCCC1.C(O)C. The product is [CH3:11][C:12]1[CH:13]=[C:14]([CH:17]=[C:3]2[C:4]3[C:9](=[CH:8][CH:7]=[CH:6][CH:5]=3)[NH:1][C:2]2=[O:10])[S:15][CH:16]=1. The yield is 0.610. (2) The reactants are [N:1]1([C:7]2[C:8]([CH:13]3[CH2:16][N:15](C(OC(C)(C)C)=O)[CH2:14]3)=[N:9][CH:10]=[CH:11][N:12]=2)[CH2:6][CH2:5][CH2:4][CH2:3][CH2:2]1.[ClH:24].CO. No catalyst specified. The product is [ClH:24].[NH:15]1[CH2:16][CH:13]([C:8]2[C:7]([N:1]3[CH2:2][CH2:3][CH2:4][CH2:5][CH2:6]3)=[N:12][CH:11]=[CH:10][N:9]=2)[CH2:14]1. The yield is 0.990. (3) The reactants are [CH2:1]([O:8][C:9]1[N:14]=[CH:13][C:12]([CH:15]=O)=[CH:11][CH:10]=1)[C:2]1[CH:7]=[CH:6][CH:5]=[CH:4][CH:3]=1.[N+:17]([CH3:20])([O-:19])=[O:18].C([O-])(=O)C.[NH4+]. The catalyst is C(O)(=O)C. The product is [CH2:1]([O:8][C:9]1[CH:10]=[CH:11][C:12](/[CH:15]=[CH:20]/[N+:17]([O-:19])=[O:18])=[CH:13][N:14]=1)[C:2]1[CH:7]=[CH:6][CH:5]=[CH:4][CH:3]=1. The yield is 0.960. (4) The reactants are [CH2:1]([S:3]([N:6]1[CH2:11][CH2:10][CH:9]([C:12]2[C:20]3[C:15](=[C:16]([C:29]([NH2:31])=[O:30])[CH:17]=[C:18]([C:21]4[CH:26]=[CH:25][CH:24]=[C:23]([CH:27]=O)[CH:22]=4)[CH:19]=3)[NH:14][CH:13]=2)[CH2:8][CH2:7]1)(=[O:5])=[O:4])[CH3:2].[NH:32]1[CH2:37][CH2:36][O:35][CH2:34][CH2:33]1.[BH-](OC(C)=O)(OC(C)=O)OC(C)=O.[Na+]. No catalyst specified. The product is [CH2:1]([S:3]([N:6]1[CH2:7][CH2:8][CH:9]([C:12]2[C:20]3[C:15](=[C:16]([C:29]([NH2:31])=[O:30])[CH:17]=[C:18]([C:21]4[CH:26]=[CH:25][CH:24]=[C:23]([CH2:27][N:32]5[CH2:37][CH2:36][O:35][CH2:34][CH2:33]5)[CH:22]=4)[CH:19]=3)[NH:14][CH:13]=2)[CH2:10][CH2:11]1)(=[O:5])=[O:4])[CH3:2]. The yield is 0.430. (5) The reactants are O.[CH:2]1(P([CH:2]2[CH2:7][CH2:6][CH2:5][CH2:4][CH2:3]2)C2C=CC=CC=2C2C(OC)=CC=C(S([O-])(=O)=O)C=2OC)[CH2:7][CH2:6][CH2:5][CH2:4][CH2:3]1.[Na+].[F:36][C:37]1[CH:42]=[CH:41][C:40]([C:43]2[CH:44]=[C:45]([C:59]([OH:61])=[O:60])[C:46]3[C:51](I)=[N:50][N:49]([CH:53]4[CH2:58][CH2:57][CH2:56][CH2:55][O:54]4)[C:47]=3[N:48]=2)=[CH:39][C:38]=1[C:62]([O:64][CH3:65])=[O:63].C([Sn](CCCC)(CCCC)C1C=CC=CC=1)CCC. The catalyst is CN(C=O)C.CC([O-])=O.CC([O-])=O.[Pd+2]. The product is [F:36][C:37]1[CH:42]=[CH:41][C:40]([C:43]2[CH:44]=[C:45]([C:59]([OH:61])=[O:60])[C:46]3[C:51]([C:2]4[CH:7]=[CH:6][CH:5]=[CH:4][CH:3]=4)=[N:50][N:49]([CH:53]4[CH2:58][CH2:57][CH2:56][CH2:55][O:54]4)[C:47]=3[N:48]=2)=[CH:39][C:38]=1[C:62]([O:64][CH3:65])=[O:63]. The yield is 0.670. (6) The catalyst is CN(C=O)C.O. The product is [CH:19]([C:18]1[NH:22][CH:2]=[C:3]([C:4]([CH3:15])([C:6]2[CH:11]=[CH:10][CH:9]=[C:8]([N+:12]([O-:14])=[O:13])[CH:7]=2)[CH3:5])[N:23]=1)([CH3:21])[CH3:20]. The yield is 0.300. The reactants are Br[CH2:2][C:3](=O)[C:4]([CH3:15])([C:6]1[CH:11]=[CH:10][CH:9]=[C:8]([N+:12]([O-:14])=[O:13])[CH:7]=1)[CH3:5].Cl.[C:18]([NH2:23])(=[NH:22])[CH:19]([CH3:21])[CH3:20].CN(C)C(N(C)C)=N. (7) The reactants are [CH3:1][O:2][C:3]1[CH:41]=[CH:40][C:6]([CH2:7][N:8]([CH2:31][C:32]2[CH:37]=[CH:36][C:35]([O:38][CH3:39])=[CH:34][CH:33]=2)[C:9]2[N:14]=[C:13]([CH3:15])[N:12]=[C:11]([C:16]3[C:17]([NH:23][C:24]4[CH:25]=[CH:26][C:27]([NH2:30])=[N:28][CH:29]=4)=[N:18][CH:19]=[C:20]([Cl:22])[CH:21]=3)[N:10]=2)=[CH:5][CH:4]=1.CCN(CC)CC.Cl[C:50]([O:52][CH3:53])=[O:51].O. The catalyst is C(Cl)Cl. The product is [CH3:39][O:38][C:35]1[CH:34]=[CH:33][C:32]([CH2:31][N:8]([CH2:7][C:6]2[CH:5]=[CH:4][C:3]([O:2][CH3:1])=[CH:41][CH:40]=2)[C:9]2[N:14]=[C:13]([CH3:15])[N:12]=[C:11]([C:16]3[C:17]([NH:23][C:24]4[CH:25]=[CH:26][C:27]([NH:30][C:50](=[O:51])[O:52][CH3:53])=[N:28][CH:29]=4)=[N:18][CH:19]=[C:20]([Cl:22])[CH:21]=3)[N:10]=2)=[CH:37][CH:36]=1. The yield is 0.0700. (8) The product is [C:11]([O:15][C:16]([N:18]1[CH2:23][CH2:22][C:21]([C:5]2[CH:6]=[CH:7][C:2]([Cl:1])=[C:3]([F:10])[CH:4]=2)([OH:24])[CH2:20][CH2:19]1)=[O:17])([CH3:14])([CH3:12])[CH3:13]. The reactants are [Cl:1][C:2]1[CH:7]=[CH:6][C:5]([Mg]Br)=[CH:4][C:3]=1[F:10].[C:11]([O:15][C:16]([N:18]1[CH2:23][CH2:22][C:21](=[O:24])[CH2:20][CH2:19]1)=[O:17])([CH3:14])([CH3:13])[CH3:12].[Cl-].[NH4+]. No catalyst specified. The yield is 0.300.